Dataset: Forward reaction prediction with 1.9M reactions from USPTO patents (1976-2016). Task: Predict the product of the given reaction. (1) Given the reactants [Si:1]([O:8][C:9]1[C:10]([F:20])=[C:11]([C:16](=O)[CH2:17][CH3:18])[CH:12]=[C:13]([F:15])[CH:14]=1)([C:4]([CH3:7])([CH3:6])[CH3:5])([CH3:3])[CH3:2].C[Si]([CH2:25][C:26]([O:28][CH3:29])=[O:27])(C)C, predict the reaction product. The product is: [Si:1]([O:8][C:9]1[C:10]([F:20])=[C:11]([C:16]([CH2:17][CH3:18])=[CH:25][C:26]([O:28][CH3:29])=[O:27])[CH:12]=[C:13]([F:15])[CH:14]=1)([C:4]([CH3:7])([CH3:6])[CH3:5])([CH3:3])[CH3:2]. (2) The product is: [C:9]([NH:17][CH:18]([CH2:24][C:25]1[CH:26]=[CH:27][C:28]([C:31]#[N:32])=[CH:29][CH:30]=1)[C:19]([O:21][CH2:22][CH3:23])=[O:20])([O:11][C:12]([CH3:13])([CH3:14])[CH3:15])=[O:10]. Given the reactants [CH3:13][C:12]([O:11][C:9](O[C:9]([O:11][C:12]([CH3:15])([CH3:14])[CH3:13])=[O:10])=[O:10])([CH3:15])[CH3:14].Cl.[NH2:17][CH:18]([CH2:24][C:25]1[CH:30]=[CH:29][C:28]([C:31]#[N:32])=[CH:27][CH:26]=1)[C:19]([O:21][CH2:22][CH3:23])=[O:20].CCN(CC)CC, predict the reaction product. (3) Given the reactants [NH2:1][C@H:2]([C:7]([OH:9])=[O:8])[C:3]([CH3:6])([CH3:5])[CH3:4].[OH-].[Na+].S(=O)(=O)(O)O, predict the reaction product. The product is: [NH2:1][C@@H:2]([C:7]([OH:9])=[O:8])[C:3]([CH3:6])([CH3:5])[CH3:4].